This data is from HIV replication inhibition screening data with 41,000+ compounds from the AIDS Antiviral Screen. The task is: Binary Classification. Given a drug SMILES string, predict its activity (active/inactive) in a high-throughput screening assay against a specified biological target. (1) The compound is Nc1ccc(C=Cc2ccc(N=Nc3ccc(C=Cc4ccc(N)cc4S(=O)(=O)O)c(S(=O)(=O)O)c3)cc2S(=O)(=O)O)c(S(=O)(=O)O)c1.[NaH]. The result is 0 (inactive). (2) The compound is CC1(CN2CCCCC2)COC(c2ccccc2)(c2ccccc2)OC1. The result is 0 (inactive).